This data is from TCR-epitope binding with 47,182 pairs between 192 epitopes and 23,139 TCRs. The task is: Binary Classification. Given a T-cell receptor sequence (or CDR3 region) and an epitope sequence, predict whether binding occurs between them. (1) The epitope is ALSKGVHFV. The TCR CDR3 sequence is CSAGQGWEQFF. Result: 1 (the TCR binds to the epitope). (2) The epitope is ILGLPTQTV. The TCR CDR3 sequence is CASSPGGIYNGWYEQYF. Result: 1 (the TCR binds to the epitope). (3) The epitope is IVTDFSVIK. The TCR CDR3 sequence is CASSLVGIEREGETQYF. Result: 1 (the TCR binds to the epitope). (4) The epitope is HLVDFQVTI. The TCR CDR3 sequence is CASSQGMNTEAFF. Result: 1 (the TCR binds to the epitope). (5) The epitope is WICLLQFAY. The TCR CDR3 sequence is CATRDLNTGELFF. Result: 1 (the TCR binds to the epitope). (6) The epitope is GPGHKARVL. The TCR CDR3 sequence is CASSLTGGDTQYF. Result: 0 (the TCR does not bind to the epitope).